From a dataset of Catalyst prediction with 721,799 reactions and 888 catalyst types from USPTO. Predict which catalyst facilitates the given reaction. (1) Reactant: [Br:1][C:2]1[CH:3]=[C:4]([CH2:9]Br)[C:5]([I:8])=[N:6][CH:7]=1.C([O-])([O-])=[O:12].[Ca+2]. Product: [Br:1][C:2]1[CH:3]=[C:4]([CH2:9][OH:12])[C:5]([I:8])=[N:6][CH:7]=1. The catalyst class is: 38. (2) Reactant: [C:1]1([C@@H:7]([CH2:14][C:15]2[CH:20]=[CH:19][C:18]([O:21][CH2:22][CH2:23][CH2:24][NH:25][C:26]3[NH:31][CH2:30][CH2:29][CH2:28][N:27]=3)=[CH:17][CH:16]=2)[CH2:8][C:9]([O:11]CC)=[O:10])[CH:6]=[CH:5][CH:4]=[CH:3][CH:2]=1.[OH-].[Na+].C1COCC1. Product: [C:1]1([C@@H:7]([CH2:14][C:15]2[CH:20]=[CH:19][C:18]([O:21][CH2:22][CH2:23][CH2:24][NH:25][C:26]3[NH:31][CH2:30][CH2:29][CH2:28][N:27]=3)=[CH:17][CH:16]=2)[CH2:8][C:9]([OH:11])=[O:10])[CH:6]=[CH:5][CH:4]=[CH:3][CH:2]=1. The catalyst class is: 14.